From a dataset of NCI-60 drug combinations with 297,098 pairs across 59 cell lines. Regression. Given two drug SMILES strings and cell line genomic features, predict the synergy score measuring deviation from expected non-interaction effect. (1) Drug 1: CC1=C(C=C(C=C1)NC2=NC=CC(=N2)N(C)C3=CC4=NN(C(=C4C=C3)C)C)S(=O)(=O)N.Cl. Drug 2: C1=CC=C(C(=C1)C(C2=CC=C(C=C2)Cl)C(Cl)Cl)Cl. Cell line: NCI-H226. Synergy scores: CSS=22.9, Synergy_ZIP=-0.964, Synergy_Bliss=4.88, Synergy_Loewe=-2.25, Synergy_HSA=5.30. (2) Drug 1: COC1=C(C=C2C(=C1)N=CN=C2NC3=CC(=C(C=C3)F)Cl)OCCCN4CCOCC4. Drug 2: B(C(CC(C)C)NC(=O)C(CC1=CC=CC=C1)NC(=O)C2=NC=CN=C2)(O)O. Cell line: CCRF-CEM. Synergy scores: CSS=9.00, Synergy_ZIP=-6.41, Synergy_Bliss=-7.74, Synergy_Loewe=-30.4, Synergy_HSA=-4.66. (3) Drug 1: CCCCCOC(=O)NC1=NC(=O)N(C=C1F)C2C(C(C(O2)C)O)O. Drug 2: CC1CCC2CC(C(=CC=CC=CC(CC(C(=O)C(C(C(=CC(C(=O)CC(OC(=O)C3CCCCN3C(=O)C(=O)C1(O2)O)C(C)CC4CCC(C(C4)OC)OCCO)C)C)O)OC)C)C)C)OC. Cell line: RPMI-8226. Synergy scores: CSS=33.9, Synergy_ZIP=3.82, Synergy_Bliss=9.58, Synergy_Loewe=10.3, Synergy_HSA=10.6. (4) Drug 2: CCC1(CC2CC(C3=C(CCN(C2)C1)C4=CC=CC=C4N3)(C5=C(C=C6C(=C5)C78CCN9C7C(C=CC9)(C(C(C8N6C)(C(=O)OC)O)OC(=O)C)CC)OC)C(=O)OC)O. Cell line: HCT116. Drug 1: C1CC2CC3=C(CC1C24CN(S(=O)(=O)N4)CC(F)(F)F)C=CC(=C3)C=CCN5CCC(CC5)C(F)(F)F. Synergy scores: CSS=81.0, Synergy_ZIP=15.7, Synergy_Bliss=13.1, Synergy_Loewe=9.03, Synergy_HSA=16.8. (5) Drug 1: C1=CC(=CC=C1CC(C(=O)O)N)N(CCCl)CCCl.Cl. Drug 2: CC1CCC2CC(C(=CC=CC=CC(CC(C(=O)C(C(C(=CC(C(=O)CC(OC(=O)C3CCCCN3C(=O)C(=O)C1(O2)O)C(C)CC4CCC(C(C4)OC)O)C)C)O)OC)C)C)C)OC. Cell line: TK-10. Synergy scores: CSS=20.2, Synergy_ZIP=-3.59, Synergy_Bliss=-0.326, Synergy_Loewe=-8.82, Synergy_HSA=-0.910. (6) Drug 1: CC1=C(C=C(C=C1)C(=O)NC2=CC(=CC(=C2)C(F)(F)F)N3C=C(N=C3)C)NC4=NC=CC(=N4)C5=CN=CC=C5. Drug 2: COC1=NC(=NC2=C1N=CN2C3C(C(C(O3)CO)O)O)N. Cell line: SK-MEL-28. Synergy scores: CSS=1.15, Synergy_ZIP=0.701, Synergy_Bliss=1.83, Synergy_Loewe=-2.21, Synergy_HSA=-1.71. (7) Drug 1: CCCCC(=O)OCC(=O)C1(CC(C2=C(C1)C(=C3C(=C2O)C(=O)C4=C(C3=O)C=CC=C4OC)O)OC5CC(C(C(O5)C)O)NC(=O)C(F)(F)F)O. Drug 2: CCC1(C2=C(COC1=O)C(=O)N3CC4=CC5=C(C=CC(=C5CN(C)C)O)N=C4C3=C2)O.Cl. Cell line: MOLT-4. Synergy scores: CSS=97.1, Synergy_ZIP=4.21, Synergy_Bliss=4.09, Synergy_Loewe=3.18, Synergy_HSA=5.29. (8) Drug 1: CC1=CC2C(CCC3(C2CCC3(C(=O)C)OC(=O)C)C)C4(C1=CC(=O)CC4)C. Drug 2: C(CN)CNCCSP(=O)(O)O. Cell line: K-562. Synergy scores: CSS=-3.83, Synergy_ZIP=0.324, Synergy_Bliss=-4.92, Synergy_Loewe=-11.4, Synergy_HSA=-9.98.